The task is: Predict the reactants needed to synthesize the given product.. This data is from Full USPTO retrosynthesis dataset with 1.9M reactions from patents (1976-2016). (1) Given the product [CH3:22][O:21][C:19]([C:18]1[C:17](=[O:23])[O:8][CH:7]([C:1]2[CH:6]=[CH:5][CH:4]=[CH:3][CH:2]=2)[C:9]=1[C:11]1[CH:16]=[CH:15][CH:14]=[CH:13][CH:12]=1)=[O:20], predict the reactants needed to synthesize it. The reactants are: [C:1]1([C:7]([CH:9]([C:11]2[CH:16]=[CH:15][CH:14]=[CH:13][CH:12]=2)O)=[O:8])[CH:6]=[CH:5][CH:4]=[CH:3][CH:2]=1.[C:17](OC)(=[O:23])[CH2:18][C:19]([O:21][CH3:22])=[O:20].C[O-].[Na+].Cl. (2) Given the product [NH2:36][C@@H:32]([CH2:31][C:28]1[CH:29]=[CH:30][C:25]([O:24][CH3:23])=[CH:26][CH:27]=1)[C:33]([NH:1][C:2]1[CH:3]=[CH:4][C:5]([CH2:6][N:7]([CH:15]2[CH2:20][CH2:19][CH2:18][CH2:17][CH2:16]2)[C:8]([C:10]2[O:11][CH:12]=[CH:13][CH:14]=2)=[O:9])=[CH:21][CH:22]=1)=[O:34], predict the reactants needed to synthesize it. The reactants are: [NH2:1][C:2]1[CH:22]=[CH:21][C:5]([CH2:6][N:7]([CH:15]2[CH2:20][CH2:19][CH2:18][CH2:17][CH2:16]2)[C:8]([C:10]2[O:11][CH:12]=[CH:13][CH:14]=2)=[O:9])=[CH:4][CH:3]=1.[CH3:23][O:24][C:25]1[CH:30]=[CH:29][C:28]([CH2:31][C@H:32]([NH:36]C(OCC2C3C=CC=CC=3C3C2=CC=CC=3)=O)[C:33](O)=[O:34])=[CH:27][CH:26]=1.